Dataset: Full USPTO retrosynthesis dataset with 1.9M reactions from patents (1976-2016). Task: Predict the reactants needed to synthesize the given product. (1) Given the product [Cl:18][C:12]1[CH:11]=[CH:10][C:9]([NH:8][C:6](=[O:7])[C:5]2[CH:19]=[CH:20][CH:21]=[C:3]([C:2]([F:23])([F:22])[F:1])[CH:4]=2)=[CH:17][C:13]=1[CH2:14][OH:15], predict the reactants needed to synthesize it. The reactants are: [F:1][C:2]([F:23])([F:22])[C:3]1[CH:4]=[C:5]([CH:19]=[CH:20][CH:21]=1)[C:6]([NH:8][C:9]1[CH:10]=[CH:11][C:12]([Cl:18])=[C:13]([CH:17]=1)[C:14](O)=[O:15])=[O:7].[H-].C([Al+]CC(C)C)C(C)C.C1(C)C=CC=CC=1. (2) Given the product [CH3:21][O:22][C:23]1[CH:24]=[CH:25][C:26]([NH:31][C:2]2[C:3]3[N:4]([N:18]=[CH:19][N:20]=3)[CH:5]=[C:6]([C:8]3[CH:9]=[C:10]([CH:15]=[CH:16][CH:17]=3)[C:11]([O:13][CH3:14])=[O:12])[CH:7]=2)=[N:27][C:28]=1[O:29][CH3:30], predict the reactants needed to synthesize it. The reactants are: Br[C:2]1[C:3]2[N:4]([N:18]=[CH:19][N:20]=2)[CH:5]=[C:6]([C:8]2[CH:9]=[C:10]([CH:15]=[CH:16][CH:17]=2)[C:11]([O:13][CH3:14])=[O:12])[CH:7]=1.[CH3:21][O:22][C:23]1[CH:24]=[CH:25][C:26]([NH2:31])=[N:27][C:28]=1[O:29][CH3:30].CC(C1C=C(C(C)C)C(C2C=CC=CC=2P(C2CCCCC2)C2CCCCC2)=C(C(C)C)C=1)C.C([O-])([O-])=O.[Cs+].[Cs+].